This data is from Reaction yield outcomes from USPTO patents with 853,638 reactions. The task is: Predict the reaction yield, written as a fraction of the theoretical maximum amount of product (1.0 means a 100% yield; for example, 0.34 means a 34% yield). (1) The reactants are [CH2:1]([N:8]1[C:16]([CH3:17])=[C:15]2[C:10]([CH:11]=[C:12]([C:18]3[CH:19]=[C:20]([CH:28]4[O:33][CH2:32][CH:31]5[CH2:34][NH:35][CH2:36][CH2:37][N:30]5[CH2:29]4)[N:21]4[C:26]=3[C:25]([NH2:27])=[N:24][CH:23]=[N:22]4)[CH:13]=[CH:14]2)=[N:9]1)[C:2]1[CH:7]=[CH:6][CH:5]=[CH:4][CH:3]=1.I[CH3:39]. No catalyst specified. The product is [CH2:1]([N:8]1[C:16]([CH3:17])=[C:15]2[C:10]([CH:11]=[C:12]([C:18]3[CH:19]=[C:20]([CH:28]4[O:33][CH2:32][CH:31]5[CH2:34][N:35]([CH3:39])[CH2:36][CH2:37][N:30]5[CH2:29]4)[N:21]4[C:26]=3[C:25]([NH2:27])=[N:24][CH:23]=[N:22]4)[CH:13]=[CH:14]2)=[N:9]1)[C:2]1[CH:7]=[CH:6][CH:5]=[CH:4][CH:3]=1. The yield is 0.270. (2) The reactants are Br[C:2]1[C:3]([O:8][CH:9]2[CH2:12][CH:11]([NH:13][S:14]([C:17]3[CH:22]=[CH:21][C:20]([CH3:23])=[CH:19][CH:18]=3)(=[O:16])=[O:15])[CH2:10]2)=[N:4][CH:5]=[CH:6][CH:7]=1.CC1(C)C(C)(C)OB([C:32]2[CH2:37][CH2:36][N:35]([C:38]([O:40][C:41]([CH3:44])([CH3:43])[CH3:42])=[O:39])[CH2:34][CH:33]=2)O1. The catalyst is O1CCOCC1.O.C1C=CC(P(C2C=CC=CC=2)[C-]2C=CC=C2)=CC=1.C1C=CC(P(C2C=CC=CC=2)[C-]2C=CC=C2)=CC=1.Cl[Pd]Cl.[Fe+2]. The product is [CH3:23][C:20]1[CH:21]=[CH:22][C:17]([S:14]([NH:13][CH:11]2[CH2:12][CH:9]([O:8][C:3]3[C:2]([C:32]4[CH2:37][CH2:36][N:35]([C:38]([O:40][C:41]([CH3:44])([CH3:43])[CH3:42])=[O:39])[CH2:34][CH:33]=4)=[CH:7][CH:6]=[CH:5][N:4]=3)[CH2:10]2)(=[O:16])=[O:15])=[CH:18][CH:19]=1. The yield is 0.700. (3) The reactants are [C:1]([C:5]1[CH:10]=[C:9]([Br:11])[C:8]([N+:12]([O-])=O)=[CH:7][C:6]=1[OH:15])([CH3:4])([CH3:3])[CH3:2]. The catalyst is CO.[Ni]. The product is [C:1]([C:5]1[CH:10]=[C:9]([Br:11])[C:8]([NH2:12])=[CH:7][C:6]=1[OH:15])([CH3:4])([CH3:2])[CH3:3]. The yield is 0.700. (4) The reactants are [C:1]([NH:11][CH2:12][CH2:13][C:14]([OH:16])=[O:15])([O:3][CH2:4][C:5]1[CH:10]=[CH:9][CH:8]=[CH:7][CH:6]=1)=[O:2].BrCC(O[C:22]([CH3:25])([CH3:24])[CH3:23])=[O:20].C([O-])([O-])=O.[K+].[K+]. The catalyst is CC(C)=O. The product is [C:14]([OH:16])(=[O:15])[CH2:13][OH:20].[C:22]([N:11]([C:1]([O:3][CH2:4][C:5]1[CH:10]=[CH:9][CH:8]=[CH:7][CH:6]=1)=[O:2])[CH2:12][CH2:13][C:14]([OH:16])=[O:15])([CH3:25])([CH3:24])[CH3:23]. The yield is 0.990.